From a dataset of Reaction yield outcomes from USPTO patents with 853,638 reactions. Predict the reaction yield, written as a fraction of the theoretical maximum amount of product (1.0 means a 100% yield; for example, 0.34 means a 34% yield). (1) The reactants are [I-].ClC1C=CC=C[N+]=1C.CCN(C(C)C)C(C)C.[NH2:19][C:20]1[CH:24]=[C:23]([C:25]2[CH:30]=[CH:29][C:28]([F:31])=[CH:27][CH:26]=2)[N:22]([C:32]([O:34][C:35]([CH3:38])([CH3:37])[CH3:36])=[O:33])[N:21]=1.[Br:39][C:40]1[S:41][C:42]([C:45](O)=[O:46])=[CH:43][N:44]=1. The catalyst is CN(C=O)C.CCOC(C)=O. The product is [Br:39][C:40]1[S:41][C:42]([C:45]([NH:19][C:20]2[CH:24]=[C:23]([C:25]3[CH:26]=[CH:27][C:28]([F:31])=[CH:29][CH:30]=3)[N:22]([C:32]([O:34][C:35]([CH3:38])([CH3:37])[CH3:36])=[O:33])[N:21]=2)=[O:46])=[CH:43][N:44]=1. The yield is 0.200. (2) The catalyst is C1(C)C=CC=CC=1.CO. The reactants are N[C:2](N)=[S:3].[N+]([O-])([O-])=O.[NH4+].O1[CH2:27][CH:11]1[CH2:12][S:13][CH2:14][CH:15]1[CH2:20][S:19][CH:18]([CH2:21][S:22][CH2:23][CH:24]2OC2)[CH2:17][S:16]1.[S:28](=O)(=O)(O)O. The product is [S:3]1[CH2:2][CH:24]1[CH2:23][S:22][CH2:21][CH:18]1[CH2:17][S:16][CH:15]([CH2:14][S:13][CH2:12][CH:11]2[S:28][CH2:27]2)[CH2:20][S:19]1. The yield is 0.830. (3) The reactants are C1(P(=O)(C2C=CC=CC=2)C2C=CC=CC=2)C=CC=CC=1.FC(F)(F)S(OS(C(F)(F)F)(=O)=O)(=O)=O.C([S:43][C:44]([CH3:79])([CH2:68][N:69]1[CH2:78][CH2:77][C:72]2([O:76][CH2:75][CH2:74][O:73]2)[CH2:71][CH2:70]1)[CH2:45][NH:46][C:47]([C:49]1[NH:50][C:51]2[C:56]([CH:57]=1)=[CH:55][CH:54]=[CH:53][C:52]=2[N:58]([CH3:67])[S:59]([C:62]1[S:63][CH:64]=[CH:65][CH:66]=1)(=[O:61])=[O:60])=O)C1C=CC=CC=1.CSC.C(=O)([O-])O.[Na+]. The catalyst is ClCCl. The product is [O:73]1[C:72]2([CH2:77][CH2:78][N:69]([CH2:68][C:44]3([CH3:79])[S:43][C:47]([C:49]4[NH:50][C:51]5[C:56]([CH:57]=4)=[CH:55][CH:54]=[CH:53][C:52]=5[N:58]([CH3:67])[S:59]([C:62]4[S:63][CH:64]=[CH:65][CH:66]=4)(=[O:60])=[O:61])=[N:46][CH2:45]3)[CH2:70][CH2:71]2)[O:76][CH2:75][CH2:74]1. The yield is 0.500. (4) The reactants are C[O:2][C:3](=[O:12])[C:4]1[CH:9]=[CH:8][CH:7]=[C:6]([NH2:10])[C:5]=1[NH2:11].[C:13](O)(=O)[CH:14]([CH3:16])[CH3:15].[OH-].[Na+]. The catalyst is Cl. The product is [CH:14]([C:16]1[NH:10][C:6]2[CH:7]=[CH:8][CH:9]=[C:4]([C:3]([OH:2])=[O:12])[C:5]=2[N:11]=1)([CH3:15])[CH3:13]. The yield is 0.870.